Dataset: NCI-60 drug combinations with 297,098 pairs across 59 cell lines. Task: Regression. Given two drug SMILES strings and cell line genomic features, predict the synergy score measuring deviation from expected non-interaction effect. (1) Drug 1: CCC(=C(C1=CC=CC=C1)C2=CC=C(C=C2)OCCN(C)C)C3=CC=CC=C3.C(C(=O)O)C(CC(=O)O)(C(=O)O)O. Drug 2: CC(C)CN1C=NC2=C1C3=CC=CC=C3N=C2N. Cell line: SW-620. Synergy scores: CSS=14.7, Synergy_ZIP=-6.87, Synergy_Bliss=-9.04, Synergy_Loewe=-2.09, Synergy_HSA=-4.72. (2) Cell line: NCI-H322M. Drug 2: B(C(CC(C)C)NC(=O)C(CC1=CC=CC=C1)NC(=O)C2=NC=CN=C2)(O)O. Synergy scores: CSS=28.2, Synergy_ZIP=-8.01, Synergy_Bliss=-2.10, Synergy_Loewe=-41.4, Synergy_HSA=-2.25. Drug 1: CC1=C(C(CCC1)(C)C)C=CC(=CC=CC(=CC(=O)O)C)C. (3) Drug 1: CN(CCCl)CCCl.Cl. Drug 2: C1=NNC2=C1C(=O)NC=N2. Cell line: EKVX. Synergy scores: CSS=-0.0390, Synergy_ZIP=0.673, Synergy_Bliss=4.48, Synergy_Loewe=-1.14, Synergy_HSA=1.01. (4) Drug 1: CCC1(CC2CC(C3=C(CCN(C2)C1)C4=CC=CC=C4N3)(C5=C(C=C6C(=C5)C78CCN9C7C(C=CC9)(C(C(C8N6C=O)(C(=O)OC)O)OC(=O)C)CC)OC)C(=O)OC)O.OS(=O)(=O)O. Drug 2: CC1=C2C(C(=O)C3(C(CC4C(C3C(C(C2(C)C)(CC1OC(=O)C(C(C5=CC=CC=C5)NC(=O)C6=CC=CC=C6)O)O)OC(=O)C7=CC=CC=C7)(CO4)OC(=O)C)O)C)OC(=O)C. Cell line: 786-0. Synergy scores: CSS=5.92, Synergy_ZIP=-1.75, Synergy_Bliss=0.464, Synergy_Loewe=-1.49, Synergy_HSA=-0.362. (5) Drug 1: C1CCC(CC1)NC(=O)N(CCCl)N=O. Drug 2: C1=CC=C(C=C1)NC(=O)CCCCCCC(=O)NO. Cell line: CAKI-1. Synergy scores: CSS=33.0, Synergy_ZIP=-10.4, Synergy_Bliss=-4.17, Synergy_Loewe=-0.379, Synergy_HSA=0.000316. (6) Drug 1: CCCCC(=O)OCC(=O)C1(CC(C2=C(C1)C(=C3C(=C2O)C(=O)C4=C(C3=O)C=CC=C4OC)O)OC5CC(C(C(O5)C)O)NC(=O)C(F)(F)F)O. Drug 2: C1CN1C2=NC(=NC(=N2)N3CC3)N4CC4. Cell line: NCI-H522. Synergy scores: CSS=51.1, Synergy_ZIP=4.23, Synergy_Bliss=8.70, Synergy_Loewe=-17.6, Synergy_HSA=0.742.